Dataset: Forward reaction prediction with 1.9M reactions from USPTO patents (1976-2016). Task: Predict the product of the given reaction. (1) Given the reactants Cl[CH2:2][CH2:3][CH2:4][N:5]1[C:9]2[CH:10]=[CH:11][CH:12]=[CH:13][C:8]=2[N:7]=[N:6]1.[CH3:14][C:15]1[CH:16]=[C:17]([N:21]2[CH2:26][CH2:25][NH:24][CH2:23][CH2:22]2)[CH:18]=[CH:19][CH:20]=1.[CH:27](N(C(C)C)CC)(C)C.[I-].[K+], predict the reaction product. The product is: [CH3:14][C:15]1[CH:16]=[C:17]([N:21]2[CH2:26][CH2:25][N:24]([CH:2]([CH3:27])[CH2:3][CH2:4][N:5]3[C:9]4[CH:10]=[CH:11][CH:12]=[CH:13][C:8]=4[N:7]=[N:6]3)[CH2:23][CH2:22]2)[CH:18]=[CH:19][CH:20]=1. (2) Given the reactants NN.C1(=O)[N:7]([CH2:8][CH2:9][CH2:10][N:11]2[CH2:19][CH:18]3[CH:13]([CH2:14][C:15]4[CH:23]=[CH:22][CH:21]=[CH:20][C:16]=4[CH2:17]3)[CH2:12]2)C(=O)C2=CC=CC=C12, predict the reaction product. The product is: [NH2:7][CH2:8][CH2:9][CH2:10][N:11]1[CH2:19][CH:18]2[CH:13]([CH2:14][C:15]3[CH:23]=[CH:22][CH:21]=[CH:20][C:16]=3[CH2:17]2)[CH2:12]1. (3) Given the reactants [CH2:1]([O:8][C:9]([NH:11][C:12]([C:32](=[O:34])[NH2:33])([CH2:18][C:19]([O:21][CH:22]1[CH:27]([CH:28]([CH3:30])[CH3:29])[CH2:26][CH2:25][CH:24]([CH3:31])[CH2:23]1)=[O:20])[C:13]([O:15][CH2:16][CH3:17])=[O:14])=[O:10])[C:2]1[CH:7]=[CH:6][CH:5]=[CH:4][CH:3]=1, predict the reaction product. The product is: [CH2:1]([O:8][C:9]([NH:11][C@@:12]([C:32](=[O:34])[NH2:33])([CH2:18][C:19]([O:21][CH:22]1[CH:27]([CH:28]([CH3:30])[CH3:29])[CH2:26][CH2:25][CH:24]([CH3:31])[CH2:23]1)=[O:20])[C:13]([O:15][CH2:16][CH3:17])=[O:14])=[O:10])[C:2]1[CH:7]=[CH:6][CH:5]=[CH:4][CH:3]=1.